From a dataset of Catalyst prediction with 721,799 reactions and 888 catalyst types from USPTO. Predict which catalyst facilitates the given reaction. (1) Reactant: Cl.[CH3:2][N:3]1[CH2:15][C:5]2([C:13]3[C:8](=[CH:9][C:10]([OH:14])=[CH:11][CH:12]=3)[NH:7][CH2:6]2)[CH2:4]1.[Cl:16][C:17]1[C:22]([Cl:23])=[CH:21][N:20]=[C:19]([NH2:24])[N:18]=1. Product: [ClH:16].[NH2:24][C:19]1[N:20]=[C:21]([N:7]2[C:8]3[C:13](=[CH:12][CH:11]=[C:10]([OH:14])[CH:9]=3)[C:5]3([CH2:4][N:3]([CH3:2])[CH2:15]3)[CH2:6]2)[C:22]([Cl:23])=[CH:17][N:18]=1. The catalyst class is: 33. (2) Reactant: CC1(C)C(C)(C)OB([C:9]2[CH:10]=C[C:12]3[N:16]=[C:15]([C@@H:17]4[CH2:22][C@@H:21]5[C@@H:19]([CH2:20]5)[N:18]4[C:23]([O:25]C(C)(C)C)=[O:24])[NH:14][C:13]=3[CH:30]=2)O1.Br[C:33]1[CH:34]=[C:35]2[C:40](=[CH:41][CH:42]=1)[CH:39]=[C:38]([C:43]1[NH:47][C:46]([C@@H:48]3[CH2:53][C@@H:52]4[C@@H:50]([CH2:51]4)[N:49]3[C:54]([O:56][C:57]([CH3:60])([CH3:59])[CH3:58])=[O:55])=[N:45][CH:44]=1)[CH:37]=[CH:36]2.[C:61]([O-])([O-])=O.[Na+].[Na+].[C:67]1([CH3:73])[CH:72]=[CH:71][CH:70]=[CH:69][CH:68]=1.[CH3:74][CH2:75]O. Product: [C:57]([O:56][C:54]([N:49]1[C@H:48]([C:46]2[NH:47][C:43]([C:38]3[CH:39]=[C:40]4[C:35](=[CH:36][CH:37]=3)[CH:34]=[C:33]([C:42]3[CH:10]=[CH:9][C:30]([C:13]5[NH:14][C:15]([C@@H:17]6[CH2:22][C@@H:21]7[C@@H:19]([CH2:20]7)[N:18]6[C:23]([O:25][CH2:73][C:67]6[CH:72]=[CH:71][CH:70]=[CH:69][CH:68]=6)=[O:24])=[N:16][CH:12]=5)=[CH:75][CH:74]=3)[CH:61]=[CH:41]4)=[CH:44][N:45]=2)[CH2:53][C@@H:52]2[C@H:50]1[CH2:51]2)=[O:55])([CH3:60])([CH3:59])[CH3:58]. The catalyst class is: 103.